Dataset: Full USPTO retrosynthesis dataset with 1.9M reactions from patents (1976-2016). Task: Predict the reactants needed to synthesize the given product. (1) Given the product [C:1]([N:5]1[C:9]([CH3:10])=[C:8]([C:11]([OH:13])=[O:12])[CH:7]=[N:6]1)([CH3:4])([CH3:2])[CH3:3], predict the reactants needed to synthesize it. The reactants are: [C:1]([N:5]1[C:9]([CH3:10])=[C:8]([C:11]([O:13]CC)=[O:12])[CH:7]=[N:6]1)([CH3:4])([CH3:3])[CH3:2].O.[OH-].[Li+].Cl. (2) Given the product [F:1][C:2]([F:7])([F:6])[C:3]([OH:5])=[O:4].[C:46]1([CH:39]([C:40]2[CH:41]=[CH:42][CH:43]=[CH:44][CH:45]=2)[CH2:38][NH:37][C:16]2[N:15]=[C:14]([N:11]3[CH2:12][CH2:13][C@@H:9]([NH:8][C:62]([NH:68][CH2:69][C:70]4[CH:75]=[CH:74][CH:73]=[CH:72][N:71]=4)=[O:65])[CH2:10]3)[N:22]=[C:21]3[C:17]=2[N:18]=[CH:19][N:20]3[C@H:23]2[C@H:27]([OH:28])[C@H:26]([OH:29])[C@@H:25]([C:30]3[O:34][N:33]=[C:32]([CH2:35][CH3:36])[CH:31]=3)[O:24]2)[CH:47]=[CH:48][CH:49]=[CH:50][CH:51]=1, predict the reactants needed to synthesize it. The reactants are: [F:1][C:2]([F:7])([F:6])[C:3]([OH:5])=[O:4].[NH2:8][C@@H:9]1[CH2:13][CH2:12][N:11]([C:14]2[N:22]=[C:21]3[C:17]([N:18]=[CH:19][N:20]3[C@H:23]3[C@H:27]([OH:28])[C@H:26]([OH:29])[C@@H:25]([C:30]4[O:34][N:33]=[C:32]([CH2:35][CH3:36])[CH:31]=4)[O:24]3)=[C:16]([NH:37][CH2:38][CH:39]([C:46]3[CH:51]=[CH:50][CH:49]=[CH:48][CH:47]=3)[C:40]3[CH:45]=[CH:44][CH:43]=[CH:42][CH:41]=3)[N:15]=2)[CH2:10]1.ClC(OC1C=CC=CC=1)=O.[C:62](=[O:65])([O-])[O-].[K+].[K+].[NH2:68][CH2:69][C:70]1[CH:75]=[CH:74][CH:73]=[CH:72][N:71]=1. (3) Given the product [Br:6][C:7]1[C:8]2[CH2:9][CH2:10][CH2:11][CH2:12][C:13]=2[C:14]([S:2]([Cl:1])(=[O:5])=[O:3])=[CH:15][CH:16]=1, predict the reactants needed to synthesize it. The reactants are: [Cl:1][S:2]([OH:5])(=O)=[O:3].[Br:6][C:7]1[CH:16]=[CH:15][CH:14]=[C:13]2[C:8]=1[CH2:9][CH2:10][CH2:11][CH2:12]2. (4) Given the product [CH:23]([C:10]1[C:9]2[C:13](=[CH:14][CH:15]=[CH:16][C:8]=2[O:7][CH3:6])[NH:12][CH:11]=1)=[O:24], predict the reactants needed to synthesize it. The reactants are: P(Cl)(Cl)(Cl)=O.[CH3:6][O:7][C:8]1[CH:16]=[CH:15][CH:14]=[C:13]2[C:9]=1[CH:10]=[CH:11][NH:12]2.[OH-].[Na+].O.CN([CH:23]=[O:24])C. (5) Given the product [Cl:1][C:2]1[N:7]=[C:6]([NH:22][CH:17]2[CH2:21][CH2:20][CH2:19][CH2:18]2)[C:5]([NH:9][CH3:10])=[CH:4][N:3]=1, predict the reactants needed to synthesize it. The reactants are: [Cl:1][C:2]1[N:7]=[C:6](Cl)[C:5]([NH:9][CH3:10])=[CH:4][N:3]=1.C(=O)([O-])[O-].[K+].[K+].[CH:17]1([NH2:22])[CH2:21][CH2:20][CH2:19][CH2:18]1. (6) The reactants are: [C:1]([O:5][C:6](=[O:26])[NH:7][C@@H:8]1[CH2:14][CH:13]=[C:12]([CH2:15]Cl)[CH2:11][N:10]([O:17][CH2:18][C:19]2[CH:24]=[CH:23][CH:22]=[CH:21][CH:20]=2)[C:9]1=[O:25])([CH3:4])([CH3:3])[CH3:2].[NH:27]1[CH2:32][CH2:31][O:30][CH2:29][CH2:28]1. Given the product [C:1]([O:5][C:6](=[O:26])[NH:7][C@@H:8]1[CH2:14][CH:13]=[C:12]([CH2:15][N:27]2[CH2:32][CH2:31][O:30][CH2:29][CH2:28]2)[CH2:11][N:10]([O:17][CH2:18][C:19]2[CH:24]=[CH:23][CH:22]=[CH:21][CH:20]=2)[C:9]1=[O:25])([CH3:4])([CH3:3])[CH3:2], predict the reactants needed to synthesize it. (7) Given the product [CH2:7]([O:36][C:37]1[CH:33]=[C:34]([C@@H:22]([C:23]2[CH:2]=[CH:1][CH:26]=[CH:25][CH:24]=2)[CH2:21][C:30]2[CH:31]=[CH:32][N:27]=[CH:28][CH:29]=2)[CH:35]=[CH:20][C:18]=1[O:17][CH3:16])[C:8]1[CH:13]=[CH:12][CH:11]=[CH:10][CH:9]=1, predict the reactants needed to synthesize it. The reactants are: [CH3:1][C:2](C)([O-])C.[K+].[CH2:7](Br)[C:8]1[CH:13]=[CH:12][CH:11]=[CH:10][CH:9]=1.C[CH2:16][O:17][C:18]([CH3:20])=O.[CH3:21][CH2:22][CH2:23][CH2:24][CH2:25][CH3:26].[N:27]1[CH:32]=[CH:31][CH:30]=[CH:29][CH:28]=1.[CH2:33]1[CH2:37][O:36][CH2:35][CH2:34]1.